From a dataset of Catalyst prediction with 721,799 reactions and 888 catalyst types from USPTO. Predict which catalyst facilitates the given reaction. (1) Reactant: [NH2:1][C:2]1[CH:3]=[CH:4][C:5]([C:8]#[N:9])=[N:6][CH:7]=1.C(N(CC)CC)C.FC(F)(F)S(O[Si:23]([CH3:26])([CH3:25])[CH3:24])(=O)=O. Product: [CH3:24][Si:23]([N:1]([Si:23]([CH3:26])([CH3:25])[CH3:24])[C:2]1[CH:3]=[CH:4][C:5]([C:8]#[N:9])=[N:6][CH:7]=1)([CH3:26])[CH3:25]. The catalyst class is: 11. (2) Reactant: [CH2:1]([N:3]([CH2:25][CH3:26])[C:4]1[C:5]([C:18]2[CH:23]=[CH:22][C:21]([F:24])=[CH:20][CH:19]=2)=[N:6][C:7]2[C:12]([N:13]=1)=[CH:11][C:10]([C:14]([O:16]C)=[O:15])=[CH:9][CH:8]=2)[CH3:2].[OH-].[Na+]. Product: [CH2:25]([N:3]([CH2:1][CH3:2])[C:4]1[C:5]([C:18]2[CH:19]=[CH:20][C:21]([F:24])=[CH:22][CH:23]=2)=[N:6][C:7]2[C:12]([N:13]=1)=[CH:11][C:10]([C:14]([OH:16])=[O:15])=[CH:9][CH:8]=2)[CH3:26]. The catalyst class is: 24. (3) Reactant: [F:1][C:2]1[CH:7]=[C:6]([F:8])[CH:5]=[CH:4][C:3]=1[C:9](=O)[CH2:10][C:11]([O:13]CC)=O.CC1C=CC(S(O)(=O)=O)=CC=1.[N:28]1[CH:33]=[CH:32][CH:31]=[CH:30][C:29]=1[C:34]1[C:35]([NH2:40])=[N:36][NH:37][C:38]=1[NH2:39]. Product: [NH2:40][C:35]1[C:34]([C:29]2[CH:30]=[CH:31][CH:32]=[CH:33][N:28]=2)=[C:38]2[NH:39][C:9]([C:3]3[CH:4]=[CH:5][C:6]([F:8])=[CH:7][C:2]=3[F:1])=[CH:10][C:11](=[O:13])[N:37]2[N:36]=1. The catalyst class is: 114. (4) Reactant: [C:1](Cl)(=O)C.[Cl:5][C:6]1[N:11]=[CH:10][C:9]([CH2:12][C:13]([OH:15])=[O:14])=[CH:8][CH:7]=1. Product: [Cl:5][C:6]1[N:11]=[CH:10][C:9]([CH2:12][C:13]([O:15][CH3:1])=[O:14])=[CH:8][CH:7]=1. The catalyst class is: 5. (5) Reactant: C[Al](C)C.[Cl-].[NH4+:6].[Cl:7][C:8]1[CH:16]=[C:15]2[C:11]([C:12]([C:26]#[N:27])=[N:13][N:14]2[CH2:17][CH2:18][C:19]([F:25])([F:24])[C:20]([F:23])([F:22])[F:21])=[CH:10][CH:9]=1.CO. Product: [Cl:7][C:8]1[CH:16]=[C:15]2[C:11]([C:12]([C:26](=[NH:6])[NH2:27])=[N:13][N:14]2[CH2:17][CH2:18][C:19]([F:25])([F:24])[C:20]([F:21])([F:23])[F:22])=[CH:10][CH:9]=1. The catalyst class is: 11.